This data is from NCI-60 drug combinations with 297,098 pairs across 59 cell lines. The task is: Regression. Given two drug SMILES strings and cell line genomic features, predict the synergy score measuring deviation from expected non-interaction effect. Drug 1: C1CC(=O)NC(=O)C1N2CC3=C(C2=O)C=CC=C3N. Drug 2: C1=CN(C(=O)N=C1N)C2C(C(C(O2)CO)O)O.Cl. Cell line: UACC62. Synergy scores: CSS=12.3, Synergy_ZIP=-5.28, Synergy_Bliss=-5.61, Synergy_Loewe=-18.2, Synergy_HSA=-3.95.